Dataset: Forward reaction prediction with 1.9M reactions from USPTO patents (1976-2016). Task: Predict the product of the given reaction. Given the reactants [CH2:1]([C@H:3]1[CH:8]=[CH:7][CH2:6][C@H:5]([CH3:9])[C@H:4]1[C:10](=[O:12])[CH3:11])[CH3:2].[CH3:13][CH2:14][O-].[Na+].[Li+].CC([N-]C(C)C)C.C(C)=O.CC1C=CC(S(O)(=O)=O)=CC=1.O, predict the reaction product. The product is: [CH2:1]([C@H:3]1[CH:8]=[CH:7][CH2:6][C@H:5]([CH3:9])[C@@H:4]1[C:10](=[O:12])/[CH:11]=[CH:13]/[CH3:14])[CH3:2].